This data is from TCR-epitope binding with 47,182 pairs between 192 epitopes and 23,139 TCRs. The task is: Binary Classification. Given a T-cell receptor sequence (or CDR3 region) and an epitope sequence, predict whether binding occurs between them. (1) The epitope is FPPTSFGPL. The TCR CDR3 sequence is CASSPQQGAYEQYF. Result: 1 (the TCR binds to the epitope). (2) The epitope is NQKLIANQF. The TCR CDR3 sequence is CASSLVEGINYGYTF. Result: 1 (the TCR binds to the epitope). (3) The epitope is GTHWFVTQR. The TCR CDR3 sequence is CASSVSGMNTEAFF. Result: 0 (the TCR does not bind to the epitope).